Dataset: NCI-60 drug combinations with 297,098 pairs across 59 cell lines. Task: Regression. Given two drug SMILES strings and cell line genomic features, predict the synergy score measuring deviation from expected non-interaction effect. (1) Cell line: DU-145. Drug 1: CN1C(=O)N2C=NC(=C2N=N1)C(=O)N. Drug 2: CC1=C2C(C(=O)C3(C(CC4C(C3C(C(C2(C)C)(CC1OC(=O)C(C(C5=CC=CC=C5)NC(=O)C6=CC=CC=C6)O)O)OC(=O)C7=CC=CC=C7)(CO4)OC(=O)C)O)C)OC(=O)C. Synergy scores: CSS=14.6, Synergy_ZIP=9.23, Synergy_Bliss=8.57, Synergy_Loewe=-44.2, Synergy_HSA=2.12. (2) Drug 1: CN(C)N=NC1=C(NC=N1)C(=O)N. Drug 2: C(CN)CNCCSP(=O)(O)O. Cell line: RXF 393. Synergy scores: CSS=3.13, Synergy_ZIP=-0.231, Synergy_Bliss=3.01, Synergy_Loewe=1.48, Synergy_HSA=2.04. (3) Drug 1: CS(=O)(=O)C1=CC(=C(C=C1)C(=O)NC2=CC(=C(C=C2)Cl)C3=CC=CC=N3)Cl. Drug 2: CCC1(CC2CC(C3=C(CCN(C2)C1)C4=CC=CC=C4N3)(C5=C(C=C6C(=C5)C78CCN9C7C(C=CC9)(C(C(C8N6C)(C(=O)OC)O)OC(=O)C)CC)OC)C(=O)OC)O.OS(=O)(=O)O. Cell line: UACC62. Synergy scores: CSS=53.8, Synergy_ZIP=18.1, Synergy_Bliss=17.8, Synergy_Loewe=-19.2, Synergy_HSA=17.5. (4) Cell line: TK-10. Drug 1: COC1=CC(=CC(=C1O)OC)C2C3C(COC3=O)C(C4=CC5=C(C=C24)OCO5)OC6C(C(C7C(O6)COC(O7)C8=CC=CS8)O)O. Synergy scores: CSS=19.7, Synergy_ZIP=-3.10, Synergy_Bliss=-1.12, Synergy_Loewe=-1.85, Synergy_HSA=-1.67. Drug 2: CC1CCCC2(C(O2)CC(NC(=O)CC(C(C(=O)C(C1O)C)(C)C)O)C(=CC3=CSC(=N3)C)C)C. (5) Drug 1: C1CCN(CC1)CCOC2=CC=C(C=C2)C(=O)C3=C(SC4=C3C=CC(=C4)O)C5=CC=C(C=C5)O. Drug 2: CC12CCC3C(C1CCC2=O)CC(=C)C4=CC(=O)C=CC34C. Cell line: UACC62. Synergy scores: CSS=14.1, Synergy_ZIP=-0.379, Synergy_Bliss=2.38, Synergy_Loewe=-2.90, Synergy_HSA=2.14. (6) Drug 1: CC1=C(N=C(N=C1N)C(CC(=O)N)NCC(C(=O)N)N)C(=O)NC(C(C2=CN=CN2)OC3C(C(C(C(O3)CO)O)O)OC4C(C(C(C(O4)CO)O)OC(=O)N)O)C(=O)NC(C)C(C(C)C(=O)NC(C(C)O)C(=O)NCCC5=NC(=CS5)C6=NC(=CS6)C(=O)NCCC[S+](C)C)O. Drug 2: C1CCC(C(C1)N)N.C(=O)(C(=O)[O-])[O-].[Pt+4]. Cell line: U251. Synergy scores: CSS=70.2, Synergy_ZIP=5.45, Synergy_Bliss=5.33, Synergy_Loewe=-4.85, Synergy_HSA=10.4. (7) Drug 1: C1C(C(OC1N2C=C(C(=O)NC2=O)F)CO)O. Drug 2: CC1CCC2CC(C(=CC=CC=CC(CC(C(=O)C(C(C(=CC(C(=O)CC(OC(=O)C3CCCCN3C(=O)C(=O)C1(O2)O)C(C)CC4CCC(C(C4)OC)O)C)C)O)OC)C)C)C)OC. Cell line: HCC-2998. Synergy scores: CSS=35.1, Synergy_ZIP=0.491, Synergy_Bliss=-1.25, Synergy_Loewe=-14.8, Synergy_HSA=-1.52.